This data is from Forward reaction prediction with 1.9M reactions from USPTO patents (1976-2016). The task is: Predict the product of the given reaction. (1) Given the reactants [Cl:1][C:2]1[C:7]([N:8]2[C:12]([S:13]([C:16]3[CH:21]=[CH:20][CH:19]=[CH:18][CH:17]=3)(=[O:15])=[O:14])=[CH:11][C:10]([CH:22]=O)=[N:9]2)=[CH:6][CH:5]=[CH:4][N:3]=1.[Cl-].[CH3:25][NH3+:26].S([O-])([O-])(=O)=O.[Mg+2].[BH4-].[Na+], predict the reaction product. The product is: [ClH:1].[Cl:1][C:2]1[C:7]([N:8]2[C:12]([S:13]([C:16]3[CH:21]=[CH:20][CH:19]=[CH:18][CH:17]=3)(=[O:15])=[O:14])=[CH:11][C:10]([CH2:22][NH:26][CH3:25])=[N:9]2)=[CH:6][CH:5]=[CH:4][N:3]=1. (2) Given the reactants CC(C)[O-].[Al+3:5].CC(C)[O-].CC(C)[O-].[N+:14]([O-:17])([OH:16])=[O:15], predict the reaction product. The product is: [N+:14]([O-:17])([O-:16])=[O:15].[Al+3:5].[N+:14]([O-:17])([O-:16])=[O:15].[N+:14]([O-:17])([O-:16])=[O:15]. (3) Given the reactants [Mg].Br[C:3]1[CH:16]=[CH:15][C:6]([O:7][Si:8]([C:11]([CH3:14])([CH3:13])[CH3:12])([CH3:10])[CH3:9])=[C:5](C)[CH:4]=1.[CH3:18][C:19]([C:21]1[CH:26]=[CH:25][C:24]([F:27])=[C:23]([Br:28])[CH:22]=1)=O, predict the reaction product. The product is: [Br:28][C:23]1[CH:22]=[C:21]([C:19]([C:3]2[CH:4]=[CH:5][C:6]([O:7][Si:8]([C:11]([CH3:12])([CH3:13])[CH3:14])([CH3:9])[CH3:10])=[CH:15][CH:16]=2)=[CH2:18])[CH:26]=[CH:25][C:24]=1[F:27]. (4) Given the reactants [Cl:1][C:2]1[CH:7]=[CH:6][C:5]([C@H:8]2[C@@H:12]([C:13]3[CH:18]=[CH:17][C:16]([Cl:19])=[CH:15][CH:14]=3)[NH:11][C:10](=[S:20])[NH:9]2)=[CH:4][CH:3]=1.[CH3:21][I:22], predict the reaction product. The product is: [IH:22].[Cl:19][C:16]1[CH:17]=[CH:18][C:13]([C@H:12]2[C@@H:8]([C:5]3[CH:4]=[CH:3][C:2]([Cl:1])=[CH:7][CH:6]=3)[NH:9][C:10]([S:20][CH3:21])=[N:11]2)=[CH:14][CH:15]=1. (5) Given the reactants [F-].C([N+](CCCC)(CCCC)CCCC)CCC.[CH3:19][O:20][C:21](=[O:60])[CH2:22][C:23]1[CH:28]=[CH:27][C:26]([C:29]2[CH:34]=[CH:33][C:32]([C:35]([CH2:57][CH3:58])([C:38]3[CH:43]=[CH:42][C:41]([C:44]#[C:45][C:46]([CH2:54][CH3:55])([O:49][Si](C)(C)C)[CH2:47][CH3:48])=[C:40]([CH3:56])[CH:39]=3)[CH2:36][CH3:37])=[CH:31][C:30]=2[CH3:59])=[CH:25][CH:24]=1, predict the reaction product. The product is: [CH3:19][O:20][C:21](=[O:60])[CH2:22][C:23]1[CH:24]=[CH:25][C:26]([C:29]2[CH:34]=[CH:33][C:32]([C:35]([CH2:36][CH3:37])([C:38]3[CH:43]=[CH:42][C:41]([C:44]#[C:45][C:46]([CH2:54][CH3:55])([OH:49])[CH2:47][CH3:48])=[C:40]([CH3:56])[CH:39]=3)[CH2:57][CH3:58])=[CH:31][C:30]=2[CH3:59])=[CH:27][CH:28]=1. (6) Given the reactants CC([O-])(C)C.[K+].[CH3:7][CH2:8][O:9][C:10]([CH2:12]P(OCC)(OCC)=O)=[O:11].[CH3:21][N:22]([CH3:36])[C:23]1([C:30]2[CH:35]=[CH:34][CH:33]=[CH:32][CH:31]=2)[CH2:28][CH2:27][C:26](=O)[CH2:25][CH2:24]1, predict the reaction product. The product is: [CH2:8]([O:9][C:10](=[O:11])[CH:12]=[C:26]1[CH2:25][CH2:24][C:23]([N:22]([CH3:36])[CH3:21])([C:30]2[CH:35]=[CH:34][CH:33]=[CH:32][CH:31]=2)[CH2:28][CH2:27]1)[CH3:7]. (7) Given the reactants O=S(Cl)Cl.[CH3:5]O.[OH:7][C:8]1[C:9]([N+:17]([O-:19])=[O:18])=[C:10]([CH:14]=[CH:15][CH:16]=1)[C:11]([OH:13])=[O:12], predict the reaction product. The product is: [OH:7][C:8]1[C:9]([N+:17]([O-:19])=[O:18])=[C:10]([CH:14]=[CH:15][CH:16]=1)[C:11]([O:13][CH3:5])=[O:12].